This data is from Catalyst prediction with 721,799 reactions and 888 catalyst types from USPTO. The task is: Predict which catalyst facilitates the given reaction. (1) Reactant: N#N.[NH2:3][CH2:4][C:5]([OH:7])=O.[Cl:8][C:9]1[CH:21]=[CH:20][C:12]2[N:13](C)[C:14](=O)[O:15][C:16](=O)[C:11]=2[CH:10]=1. Product: [Cl:8][C:9]1[CH:21]=[CH:20][C:12]2[N:13]([CH3:14])[C:5](=[O:7])[CH2:4][NH:3][C:16](=[O:15])[C:11]=2[CH:10]=1. The catalyst class is: 52. (2) Reactant: Cl.Cl[C:3]1[N:8]2[N:9]=[C:10]([CH:12]3[CH2:17][CH2:16][N:15]([CH:18]4[CH2:20][CH2:19]4)[CH2:14][CH2:13]3)[N:11]=[C:7]2[CH:6]=[C:5]([C:21]2[CH:26]=[CH:25][C:24]([Cl:27])=[CH:23][C:22]=2[Cl:28])[N:4]=1.Cl.[NH2:30][C:31]1[C:36]([C:37](=[O:40])[CH2:38][CH3:39])=[CH:35][CH:34]=[C:33]([NH:41][CH:42]2[CH2:47][CH2:46][CH2:45][NH:44][CH2:43]2)[N:32]=1.C(N(CC)C(C)C)(C)C. Product: [NH2:30][C:31]1[C:36]([C:37](=[O:40])[CH2:38][CH3:39])=[CH:35][CH:34]=[C:33]([NH:41][CH:42]2[CH2:47][CH2:46][CH2:45][N:44]([C:3]3[N:8]4[N:9]=[C:10]([CH:12]5[CH2:17][CH2:16][N:15]([CH:18]6[CH2:19][CH2:20]6)[CH2:14][CH2:13]5)[N:11]=[C:7]4[CH:6]=[C:5]([C:21]4[CH:26]=[CH:25][C:24]([Cl:27])=[CH:23][C:22]=4[Cl:28])[N:4]=3)[CH2:43]2)[N:32]=1. The catalyst class is: 16. (3) Reactant: [CH3:1][O:2][C:3](=[O:14])[C:4]1[CH:9]=[CH:8][C:7](F)=[C:6]([N+:11]([O-:13])=[O:12])[CH:5]=1.[CH3:15][NH2:16]. Product: [CH3:1][O:2][C:3](=[O:14])[C:4]1[CH:9]=[CH:8][C:7]([NH:16][CH3:15])=[C:6]([N+:11]([O-:13])=[O:12])[CH:5]=1. The catalyst class is: 7.